Dataset: Peptide-MHC class II binding affinity with 134,281 pairs from IEDB. Task: Regression. Given a peptide amino acid sequence and an MHC pseudo amino acid sequence, predict their binding affinity value. This is MHC class II binding data. (1) The peptide sequence is FRLLQNSQVFSLIRP. The MHC is DRB1_1101 with pseudo-sequence DRB1_1101. The binding affinity (normalized) is 0.600. (2) The peptide sequence is PAAAYATATPAAATA. The MHC is HLA-DQA10501-DQB10301 with pseudo-sequence HLA-DQA10501-DQB10301. The binding affinity (normalized) is 0.876. (3) The peptide sequence is FFMSPKGISRMSMAM. The MHC is HLA-DQA10201-DQB10301 with pseudo-sequence HLA-DQA10201-DQB10301. The binding affinity (normalized) is 0.595. (4) The peptide sequence is LSPILFECLIHPMLG. The MHC is DRB1_0901 with pseudo-sequence DRB1_0901. The binding affinity (normalized) is 0.523. (5) The peptide sequence is TMTPSGLVIPENAKE. The MHC is DRB4_0101 with pseudo-sequence DRB4_0103. The binding affinity (normalized) is 0. (6) The peptide sequence is TFAATTNPWASLPG. The MHC is DRB1_0701 with pseudo-sequence DRB1_0701. The binding affinity (normalized) is 0.407. (7) The peptide sequence is GFKVAATAANAAPAN. The MHC is DRB1_0701 with pseudo-sequence DRB1_0701. The binding affinity (normalized) is 0.465.